The task is: Predict the product of the given reaction.. This data is from Forward reaction prediction with 1.9M reactions from USPTO patents (1976-2016). The product is: [CH3:48][O:49][C:21]1[CH:20]=[C:19]([O:18][C:9]2[C:8]3[C:13](=[CH:14][C:15]([O:16][CH2:17][CH2:42][CH2:41][N:40]4[CH2:39][CH2:33][O:36][CH2:44][CH2:45]4)=[C:6]([O:5][CH3:4])[CH:7]=3)[N:12]=[CH:11][N:10]=2)[CH:24]=[CH:23][C:22]=1[NH:25][C:26]([NH:28][CH2:29][CH2:30][CH3:31])=[O:27]. Given the reactants BrCC[CH2:4][O:5][C:6]1[CH:7]=[C:8]2[C:13](=[CH:14][C:15]=1[O:16][CH3:17])[N:12]=[CH:11][N:10]=[C:9]2[O:18][C:19]1[CH:24]=[CH:23][C:22]([NH:25][C:26]([NH:28][CH2:29][CH2:30][CH3:31])=[O:27])=[C:21](Cl)[CH:20]=1.[C:33](=[O:36])([O-])[O-].[K+].[K+].[CH3:39][N:40]1[CH2:45][CH2:44]N[CH2:42][CH2:41]1.CN(C)[CH:48]=[O:49], predict the reaction product.